Predict the product of the given reaction. From a dataset of Forward reaction prediction with 1.9M reactions from USPTO patents (1976-2016). (1) Given the reactants [CH2:1]([N:3]1[C:15]2[CH:14]=[CH:13][C:12]([C:16]3[N:20]([CH2:21][CH2:22][O:23]C)[C:19]4[CH:25]=[CH:26][C:27]([C:29]([OH:31])=[O:30])=[CH:28][C:18]=4[N:17]=3)=[CH:11][C:10]=2[C:9]2[C:4]1=[CH:5][CH:6]=[CH:7][CH:8]=2)[CH3:2].ClCCl.B(Br)(Br)Br.CO, predict the reaction product. The product is: [CH2:1]([N:3]1[C:15]2[CH:14]=[CH:13][C:12]([C:16]3[N:20]([CH2:21][CH2:22][OH:23])[C:19]4[CH:25]=[CH:26][C:27]([C:29]([OH:31])=[O:30])=[CH:28][C:18]=4[N:17]=3)=[CH:11][C:10]=2[C:9]2[C:4]1=[CH:5][CH:6]=[CH:7][CH:8]=2)[CH3:2]. (2) Given the reactants [NH2:1][C:2]1[CH:3]=[CH:4][C:5]([CH3:28])=[C:6]([C:8]([C:10]2[CH:15]=[CH:14][C:13]([NH:16][C:17]3[CH:22]=C[C:20]([C:23](F)([F:25])F)=[CH:19][CH:18]=3)=[CH:12][C:11]=2[Cl:27])=[O:9])[CH:7]=1.ClC1C=C(NC2C=CC=C(F)C=2)C=CC=1C(C1C=C([N+]([O-])=O)C=CC=1C)=O, predict the reaction product. The product is: [NH2:1][C:2]1[CH:3]=[CH:4][C:5]([CH3:28])=[C:6]([C:8]([C:10]2[CH:15]=[CH:14][C:13]([NH:16][C:17]3[CH:18]=[CH:19][CH:20]=[C:23]([F:25])[CH:22]=3)=[CH:12][C:11]=2[Cl:27])=[O:9])[CH:7]=1. (3) Given the reactants [CH3:1][S:2]([C:5]1[CH:10]=[CH:9][C:8]([C:11]2[CH:20]=[CH:19][C:18]3[C:13](=[CH:14][CH:15]=[C:16]([O:21][CH3:22])[CH:17]=3)[C:12]=2[O:23][C:24]2[CH:29]=[CH:28][C:27]([N+:30]([O-])=O)=[CH:26][CH:25]=2)=[CH:7][CH:6]=1)(=[O:4])=[O:3].C([O-])=O.[NH4+], predict the reaction product. The product is: [CH3:1][S:2]([C:5]1[CH:6]=[CH:7][C:8]([C:11]2[CH:20]=[CH:19][C:18]3[C:13](=[CH:14][CH:15]=[C:16]([O:21][CH3:22])[CH:17]=3)[C:12]=2[O:23][C:24]2[CH:25]=[CH:26][C:27]([NH2:30])=[CH:28][CH:29]=2)=[CH:9][CH:10]=1)(=[O:3])=[O:4]. (4) Given the reactants C([O:8][C:9]1[C:14](=[O:15])[N:13]2[CH:16]=[C:17]([N:27]3[CH2:32][CH2:31][O:30][CH2:29][CH2:28]3)[CH:18]=[C:19]([N:20]3[CH2:24][CH2:23][N:22]([CH3:25])[C:21]3=[O:26])[C:12]2=[N:11][C:10]=1[C:33]1[NH:34][C:35]([CH2:38][C:39]2[CH:44]=[CH:43][C:42]([F:45])=[C:41]([Cl:46])[CH:40]=2)=[CH:36][N:37]=1)C1C=CC=CC=1, predict the reaction product. The product is: [Cl-:46].[Cl:46][C:41]1[CH:40]=[C:39]([CH:44]=[CH:43][C:42]=1[F:45])[CH2:38][C:35]1[NH:34][C:33]([C:10]2[N:11]=[C:12]3[C:19]([N:20]4[CH2:24][CH2:23][N:22]([CH3:25])[C:21]4=[O:26])=[CH:18][C:17]([N:27]4[CH2:32][CH2:31][O:30][CH2:29][CH2:28]4)=[CH:16][N:13]3[C:14](=[O:15])[C:9]=2[OH:8])=[NH+:37][CH:36]=1. (5) Given the reactants [Cl:1][C:2]1[CH:7]=[CH:6][C:5]([N:8]=[C:9]=[O:10])=[CH:4][C:3]=1[Cl:11].[NH2:12][C@H:13]([C:34]1[CH:39]=[CH:38][CH:37]=[CH:36][CH:35]=1)[CH2:14][CH2:15][N:16]1[CH2:21][CH2:20][CH:19]([C:22]2[CH:23]=[C:24]([NH:28][C:29](=[O:33])[CH:30]([CH3:32])[CH3:31])[CH:25]=[CH:26][CH:27]=2)[CH2:18][CH2:17]1, predict the reaction product. The product is: [Cl:11][C:3]1[CH:4]=[C:5]([CH:6]=[CH:7][C:2]=1[Cl:1])[NH:8][C:9]([NH:12][C@H:13]([C:34]1[CH:35]=[CH:36][CH:37]=[CH:38][CH:39]=1)[CH2:14][CH2:15][N:16]1[CH2:21][CH2:20][CH:19]([C:22]2[CH:23]=[C:24]([NH:28][C:29](=[O:33])[CH:30]([CH3:32])[CH3:31])[CH:25]=[CH:26][CH:27]=2)[CH2:18][CH2:17]1)=[O:10]. (6) Given the reactants CC1(C)S[C@@H]2[C@H](NC([CH2:13][C:14]3[CH:15]=[CH:16][CH:17]=[CH:18][CH:19]=3)=O)C(=O)N2[C@H]1C([O-])=O.[K+].[CH3:25][C@@H:26]1O[C@@H:29]([O:31][C@H:32]2[C@H:37](O)[C@@H:36]([OH:39])[C@H:35](NC(N)=N)[C@@H:34](O)[C@@H:33]2NC(N)=N)[C@H:28](O[C@@H]2O[C@@H](CO)[C@H](O)[C@@H](O)[C@@H]2NC)[C@@:27]1(O)[CH:62]=O.N[C@H](C(O)=O)C[CH2:68][C:69](=[O:71])N.C(=O)(O)[O-:76].[Na+].C(=O)=O, predict the reaction product. The product is: [OH:71][C:69]1[CH:25]=[CH:26][C:27]([CH:28]2[CH:13]([C:14]3[CH:19]=[CH:18][C:17]([OH:76])=[CH:16][CH:15]=3)[C:33]3[C:32](=[CH:37][C:36]([OH:39])=[CH:35][CH:34]=3)[O:31][CH2:29]2)=[CH:62][CH:68]=1.